Task: Predict the product of the given reaction.. Dataset: Forward reaction prediction with 1.9M reactions from USPTO patents (1976-2016) (1) The product is: [C:1]([O-:8])(=[O:7])/[CH:2]=[CH:3]\[C:4]([OH:6])=[O:5].[P:9]([OH:44])([OH:45])([O:11][CH2:12][N+:13]1[C:17]([CH3:18])=[CH:16][N:15]([C:19]2[CH:24]=[CH:23][C:22](/[CH:25]=[C:26]3/[C:27](=[O:41])[N:28]([C@H:32]([C:34]4[CH:35]=[CH:36][C:37]([F:40])=[CH:38][CH:39]=4)[CH3:33])[CH2:29][CH2:30][CH2:31]/3)=[CH:21][C:20]=2[O:42][CH3:43])[CH:14]=1)=[O:10]. Given the reactants [C:1]([OH:8])(=[O:7])/[CH:2]=[CH:3]\[C:4]([OH:6])=[O:5].[P:9]([O-:45])([OH:44])([O:11][CH2:12][N+:13]1[C:17]([CH3:18])=[CH:16][N:15]([C:19]2[CH:24]=[CH:23][C:22](/[CH:25]=[C:26]3/[C:27](=[O:41])[N:28]([C@H:32]([C:34]4[CH:39]=[CH:38][C:37]([F:40])=[CH:36][CH:35]=4)[CH3:33])[CH2:29][CH2:30][CH2:31]/3)=[CH:21][C:20]=2[O:42][CH3:43])[CH:14]=1)=[O:10], predict the reaction product. (2) Given the reactants [CH2:1]([O:8][CH2:9][CH2:10][CH2:11][CH2:12][CH2:13][CH2:14][O:15][CH2:16][C:17]([C:20]1[CH:21]=[C:22]([NH2:26])[CH:23]=[CH:24][CH:25]=1)([F:19])[F:18])[C:2]1[CH:7]=[CH:6][CH:5]=[CH:4][CH:3]=1.[N:27]([CH2:30][C:31]([O:33][CH2:34][CH3:35])=[O:32])=[C:28]=[O:29].CO, predict the reaction product. The product is: [CH2:1]([O:8][CH2:9][CH2:10][CH2:11][CH2:12][CH2:13][CH2:14][O:15][CH2:16][C:17]([C:20]1[CH:21]=[C:22]([NH:26][C:28]([NH:27][CH2:30][C:31]([O:33][CH2:34][CH3:35])=[O:32])=[O:29])[CH:23]=[CH:24][CH:25]=1)([F:19])[F:18])[C:2]1[CH:7]=[CH:6][CH:5]=[CH:4][CH:3]=1. (3) Given the reactants [Cl:1][C:2]1[CH:3]=[C:4]([CH:8]=[CH:9][C:10]=1[O:11][CH:12]([CH3:14])[CH3:13])[C:5]([OH:7])=O.C1C=CC2N(O)N=NC=2C=1.O[NH:26]/[C:27](=[N:54]\[H])/[C:28]1[CH:36]=[CH:35][C:34]([CH2:37][CH2:38][C:39]([O:41][CH2:42][CH3:43])=[O:40])=[C:33]2[C:29]=1[CH:30]=[CH:31][N:32]2S(C1C=CC(C)=CC=1)(=O)=O.CCCC[N+](CCCC)(CCCC)CCCC.[F-], predict the reaction product. The product is: [Cl:1][C:2]1[CH:3]=[C:4]([C:5]2[O:7][N:54]=[C:27]([C:28]3[CH:36]=[CH:35][C:34]([CH2:37][CH2:38][C:39]([O:41][CH2:42][CH3:43])=[O:40])=[C:33]4[C:29]=3[CH:30]=[CH:31][NH:32]4)[N:26]=2)[CH:8]=[CH:9][C:10]=1[O:11][CH:12]([CH3:14])[CH3:13]. (4) Given the reactants Cl.[CH2:2]([C:6]1[CH:11]=[CH:10][C:9]([C:12]#[C:13][C:14]2[CH:34]=[CH:33][C:17]([CH2:18][NH:19][C:20]3[CH:32]=[CH:31][C:23]4[O:24][C:25]([CH3:30])([CH3:29])[O:26][C:27](=[O:28])[C:22]=4[CH:21]=3)=[CH:16][CH:15]=2)=[CH:8][CH:7]=1)[CH2:3][CH2:4][CH3:5].[C:35](Cl)(=[O:41])[CH2:36][CH2:37][CH2:38][CH2:39][CH3:40], predict the reaction product. The product is: [CH2:2]([C:6]1[CH:7]=[CH:8][C:9]([C:12]#[C:13][C:14]2[CH:34]=[CH:33][C:17]([CH2:18][N:19]([C:20]3[CH:32]=[CH:31][C:23]4[O:24][C:25]([CH3:30])([CH3:29])[O:26][C:27](=[O:28])[C:22]=4[CH:21]=3)[C:35](=[O:41])[CH2:36][CH2:37][CH2:38][CH2:39][CH3:40])=[CH:16][CH:15]=2)=[CH:10][CH:11]=1)[CH2:3][CH2:4][CH3:5]. (5) Given the reactants [Br:1][C:2]1[CH:10]=[CH:9][CH:8]=[C:7]2[C:3]=1[C:4]1([CH2:21][O:20][C:19]3[CH:22]=[C:23]4[C:27](=[CH:28][C:18]1=3)[CH2:26][C:25]([CH3:30])([CH3:29])[O:24]4)[C:5](=[O:17])[N:6]2[CH2:11][C:12]([O:14]CC)=[O:13].O=C1C2(C3=CC4OCOC=4C=C3OC2)C2C(=CC=CC=2)N1CC(OCC)=O, predict the reaction product. The product is: [Br:1][C:2]1[CH:10]=[CH:9][CH:8]=[C:7]2[C:3]=1[C:4]1([CH2:21][O:20][C:19]3[CH:22]=[C:23]4[C:27](=[CH:28][C:18]1=3)[CH2:26][C:25]([CH3:30])([CH3:29])[O:24]4)[C:5](=[O:17])[N:6]2[CH2:11][C:12]([OH:14])=[O:13]. (6) Given the reactants [CH3:1][C:2]1([CH3:18])[C:6]([CH3:8])([CH3:7])[O:5][B:4]([C:9]2[CH:17]=[CH:16][C:12]([C:13]([OH:15])=O)=[CH:11][CH:10]=2)[O:3]1.[N:19]1[C:23]2[CH2:24][CH2:25][O:26][CH2:27][C:22]=2[S:21][C:20]=1[NH2:28], predict the reaction product. The product is: [N:19]1[C:23]2[CH2:24][CH2:25][O:26][CH2:27][C:22]=2[S:21][C:20]=1[NH:28][C:13](=[O:15])[C:12]1[CH:11]=[CH:10][C:9]([B:4]2[O:5][C:6]([CH3:7])([CH3:8])[C:2]([CH3:1])([CH3:18])[O:3]2)=[CH:17][CH:16]=1.